Dataset: Reaction yield outcomes from USPTO patents with 853,638 reactions. Task: Predict the reaction yield, written as a fraction of the theoretical maximum amount of product (1.0 means a 100% yield; for example, 0.34 means a 34% yield). (1) The product is [CH2:10]([O:12][C:13](=[O:16])[C@@H:14]([N:1]1[CH:6]=[CH:5][CH:4]=[CH:3][C:2]1=[O:7])[CH3:15])[CH3:11]. The reactants are [NH:1]1[CH:6]=[CH:5][CH:4]=[CH:3][C:2]1=[O:7].[H-].[Na+].[CH2:10]([O:12][C:13](=[O:16])[CH2:14][CH3:15])[CH3:11]. The yield is 0.460. The catalyst is C1COCC1. (2) The reactants are [H-].[Na+].[O:3]1[C:7]2[CH:8]=[CH:9][CH:10]=[CH:11][C:6]=2[N:5]=[C:4]1[NH:12][C:13](=[O:22])[CH2:14][C:15]1[CH:20]=[CH:19][C:18]([F:21])=[CH:17][CH:16]=1.[CH3:23][S:24]([C:27]1[CH:34]=[CH:33][C:30]([CH2:31]Cl)=[CH:29][CH:28]=1)(=[O:26])=[O:25]. The catalyst is CN(C=O)C. The product is [O:3]1[C:7]2[CH:8]=[CH:9][CH:10]=[CH:11][C:6]=2[N:5]=[C:4]1[NH:12][C:13](=[O:22])[CH:14]([C:15]1[CH:20]=[CH:19][C:18]([F:21])=[CH:17][CH:16]=1)[CH2:31][C:30]1[CH:29]=[CH:28][C:27]([S:24]([CH3:23])(=[O:26])=[O:25])=[CH:34][CH:33]=1. The yield is 0.0600.